Dataset: Catalyst prediction with 721,799 reactions and 888 catalyst types from USPTO. Task: Predict which catalyst facilitates the given reaction. (1) Reactant: C[O:2][C:3]1[CH:30]=[CH:29][C:6]([O:7][C:8]2[CH:13]=[CH:12][C:11]([C:14](=[O:28])[CH2:15][CH2:16][C:17]([NH:19][CH2:20][CH2:21][C:22]3[CH:23]=[N:24][CH:25]=[CH:26][CH:27]=3)=[O:18])=[CH:10][CH:9]=2)=[CH:5][CH:4]=1.C(=O)=O.CC(C)=O.B(Br)(Br)Br. Product: [OH:2][C:3]1[CH:4]=[CH:5][C:6]([O:7][C:8]2[CH:9]=[CH:10][C:11]([C:14](=[O:28])[CH2:15][CH2:16][C:17]([NH:19][CH2:20][CH2:21][C:22]3[CH:23]=[N:24][CH:25]=[CH:26][CH:27]=3)=[O:18])=[CH:12][CH:13]=2)=[CH:29][CH:30]=1. The catalyst class is: 2. (2) Reactant: [CH:1]([NH:4]C(C)C)(C)[CH3:2].C([Li])CCC.[N:13]1[C:22]2[C:21](=[O:23])[CH2:20][CH2:19][CH2:18][C:17]=2[CH:16]=[CH:15][CH:14]=1.BrCC#N. Product: [O:23]=[C:21]1[C:22]2[N:13]=[CH:14][CH:15]=[CH:16][C:17]=2[CH2:18][CH2:19][CH:20]1[CH2:2][C:1]#[N:4]. The catalyst class is: 7. (3) The catalyst class is: 3. Product: [OH:3][CH2:2][C:1]([N:27]([CH2:26][CH2:25][O:24][C:22]1[CH:21]=[CH:20][CH:19]=[C:18]2[C:23]=1[C:14]([NH:13][C:11]1[CH:10]=[CH:9][C:8]([OH:29])=[C:7]([CH3:6])[CH:12]=1)=[N:15][CH:16]=[N:17]2)[CH3:28])=[O:5]. Reactant: [C:1]([OH:5])(=O)[CH2:2][OH:3].[CH3:6][C:7]1[CH:12]=[C:11]([NH:13][C:14]2[C:23]3[C:18](=[CH:19][CH:20]=[CH:21][C:22]=3[O:24][CH2:25][CH2:26][NH:27][CH3:28])[N:17]=[CH:16][N:15]=2)[CH:10]=[CH:9][C:8]=1[OH:29].CN(C(ON1N=NC2C=CC=NC1=2)=[N+](C)C)C.F[P-](F)(F)(F)(F)F. (4) The catalyst class is: 2. Product: [NH2:1][C@H:2]1[CH2:3][CH2:4][C@H:5]([NH:8][C:9]2[CH:10]=[C:11]([NH:35][C:36]3[CH:37]=[CH:38][CH:39]=[CH:40][CH:41]=3)[C:12]3[N:13]([C:15]([C:18]([NH:20][C:21]4[CH:26]=[CH:25][CH:24]=[C:23]([C:27]5[N:31]=[C:30]([CH:32]([CH3:34])[CH3:33])[O:29][N:28]=5)[CH:22]=4)=[O:19])=[CH:16][N:17]=3)[N:14]=2)[CH2:6][CH2:7]1. Reactant: [NH2:1][C@H:2]1[CH2:7][CH2:6][C@H:5]([NH:8][C:9]2[CH:10]=[C:11]([N:35](CC3C=CC(OC)=CC=3)[C:36]3[CH:41]=[CH:40][CH:39]=[CH:38][CH:37]=3)[C:12]3[N:13]([C:15]([C:18]([NH:20][C:21]4[CH:26]=[CH:25][CH:24]=[C:23]([C:27]5[N:31]=[C:30]([CH:32]([CH3:34])[CH3:33])[O:29][N:28]=5)[CH:22]=4)=[O:19])=[CH:16][N:17]=3)[N:14]=2)[CH2:4][CH2:3]1.C(O)(C(F)(F)F)=O.C([O-])(O)=O.[Na+]. (5) Reactant: [Cl-].[CH2:2]([O:4][C:5](=[O:15])[C@@H:6]([NH3+:14])[CH2:7][CH2:8][CH2:9][CH2:10][CH2:11][CH2:12][CH3:13])[CH3:3].[C:16]([O-])(O)=[O:17].[Na+].ClC(Cl)(OC(=O)OC(Cl)(Cl)Cl)Cl. Product: [N:14]([C@@H:6]([CH2:7][CH2:8][CH2:9][CH2:10][CH2:11][CH:12]=[CH2:13])[C:5]([O:4][CH2:2][CH3:3])=[O:15])=[C:16]=[O:17]. The catalyst class is: 2.